Dataset: Full USPTO retrosynthesis dataset with 1.9M reactions from patents (1976-2016). Task: Predict the reactants needed to synthesize the given product. (1) Given the product [CH:16]([C:18]1[CH:23]=[CH:22][CH:21]=[CH:20][C:19]=1[C:2]1[C:3]2[C:8]([C:9]3[CH:10]=[CH:11][CH:12]=[CH:13][C:14]=3[CH:15]=1)=[CH:7][CH:6]=[CH:5][CH:4]=2)=[O:17], predict the reactants needed to synthesize it. The reactants are: Br[C:2]1[C:3]2[C:8]([C:9]3[CH:10]=[CH:11][CH:12]=[CH:13][C:14]=3[CH:15]=1)=[CH:7][CH:6]=[CH:5][CH:4]=2.[CH:16]([C:18]1[CH:23]=[CH:22][CH:21]=[CH:20][C:19]=1B(O)O)=[O:17].C(=O)([O-])[O-].[Na+].[Na+]. (2) Given the product [F:32][C:31]([F:34])([F:33])[C:29]([OH:35])=[O:30].[NH2:7][C@@H:8]([C@H:9]([O:11][C:12]([CH3:13])([CH3:15])[CH3:14])[CH3:10])[C:16]([NH:17][C:18]1([C:21]2[N:26]=[CH:25][CH:24]=[CH:23][N:22]=2)[CH2:19][CH2:20]1)=[O:27], predict the reactants needed to synthesize it. The reactants are: C(OC(=O)[NH:7][C@H:8]([C:16](=[O:27])[NH:17][C:18]1([C:21]2[N:26]=[CH:25][CH:24]=[CH:23][N:22]=2)[CH2:20][CH2:19]1)[C@H:9]([O:11][C:12]([CH3:15])([CH3:14])[CH3:13])[CH3:10])(C)(C)C.[C:29]([OH:35])([C:31]([F:34])([F:33])[F:32])=[O:30]. (3) Given the product [Br:13][C:14]1[CH:19]=[C:18]([N:3]2[C:4]3[C:9](=[CH:8][CH:7]=[CH:6][CH:5]=3)[C:10]([CH:11]=[O:12])=[C:2]2[Cl:1])[CH:17]=[CH:16][CH:15]=1, predict the reactants needed to synthesize it. The reactants are: [Cl:1][C:2]1[NH:3][C:4]2[C:9]([C:10]=1[CH:11]=[O:12])=[CH:8][CH:7]=[CH:6][CH:5]=2.[Br:13][C:14]1[CH:15]=[C:16](B(O)O)[CH:17]=[CH:18][CH:19]=1.